From a dataset of Forward reaction prediction with 1.9M reactions from USPTO patents (1976-2016). Predict the product of the given reaction. Given the reactants [ClH:1].[CH3:2][O:3][C:4]1[CH:9]=[CH:8][CH:7]=[CH:6][C:5]=1[N:10]1[CH2:16][CH2:15][CH2:14][CH2:13][C@H:12]([N:17](C)[C:18](=O)OC(C)(C)C)[C:11]1=[O:26], predict the reaction product. The product is: [ClH:1].[CH3:2][O:3][C:4]1[CH:9]=[CH:8][CH:7]=[CH:6][C:5]=1[N:10]1[CH2:16][CH2:15][CH2:14][CH2:13][C@H:12]([NH:17][CH3:18])[C:11]1=[O:26].